Task: Predict the reaction yield, written as a fraction of the theoretical maximum amount of product (1.0 means a 100% yield; for example, 0.34 means a 34% yield).. Dataset: Reaction yield outcomes from USPTO patents with 853,638 reactions (1) The reactants are S(Cl)([Cl:3])=O.[CH3:5][O:6][C:7]1[CH:8]=[C:9]([CH:13]=[CH:14][N:15]=1)[C:10](O)=[O:11]. The catalyst is C1(C)C=CC=CC=1. The product is [CH3:5][O:6][C:7]1[CH:8]=[C:9]([CH:13]=[CH:14][N:15]=1)[C:10]([Cl:3])=[O:11]. The yield is 0.460. (2) The reactants are Br[C:2]1[CH:20]=[CH:19][C:5]2[N:6]=[C:7]([C@H:9]3[CH2:12][C@H:11]([N:13]4[CH2:17][CH2:16][CH2:15][C@H:14]4[CH3:18])[CH2:10]3)[S:8][C:4]=2[CH:3]=1.[N:21]1[NH:22][C:23](=[O:27])[CH:24]=[CH:25][CH:26]=1.C(=O)([O-])[O-].[K+].[K+]. The catalyst is N1C=CC=CC=1.[Cu]. The product is [CH3:18][C@@H:14]1[CH2:15][CH2:16][CH2:17][N:13]1[C@H:11]1[CH2:12][C@H:9]([C:7]2[S:8][C:4]3[CH:3]=[C:2]([N:22]4[C:23](=[O:27])[CH:24]=[CH:25][CH:26]=[N:21]4)[CH:20]=[CH:19][C:5]=3[N:6]=2)[CH2:10]1. The yield is 0.740. (3) The reactants are [CH3:1][C:2]([CH3:18])=[CH:3][CH2:4][CH2:5]/[C:6](/[C:12]1[CH:17]=[CH:16][CH:15]=[CH:14][CH:13]=1)=[CH:7]/[C:8](OC)=[O:9].[H-].C([Al+]CC(C)C)C(C)C. The catalyst is C1(C)C=CC=CC=1. The product is [CH3:1][C:2]([CH3:18])=[CH:3][CH2:4][CH2:5]/[C:6](/[C:12]1[CH:13]=[CH:14][CH:15]=[CH:16][CH:17]=1)=[CH:7]/[CH2:8][OH:9]. The yield is 0.780. (4) The reactants are [CH2:1]([N:5]1[C:13]2[C:8](=[CH:9][C:10]([C:14]([OH:16])=[O:15])=[CH:11][CH:12]=2)[C:7]([CH3:17])=[N:6]1)[CH:2]([CH3:4])[CH3:3].[N+](=[CH2:20])=[N-].C(OCC)C. The catalyst is C(Cl)Cl. The product is [CH3:20][O:15][C:14]([C:10]1[CH:9]=[C:8]2[C:13](=[CH:12][CH:11]=1)[N:5]([CH2:1][CH:2]([CH3:4])[CH3:3])[N:6]=[C:7]2[CH3:17])=[O:16]. The yield is 1.00. (5) The reactants are Br[C:2]1[CH:3]=[C:4]([CH:9]=[C:10]([C:12]([F:15])([F:14])[F:13])[CH:11]=1)[C:5]([O:7][CH3:8])=[O:6].O.[CH3:17][N:18]1[CH:22]=[C:21](B2OC(C)(C)C(C)(C)O2)[CH:20]=[N:19]1.C(=O)([O-])[O-].[Na+].[Na+]. The catalyst is O1CCOCC1. The product is [CH3:17][N:18]1[CH:22]=[C:21]([C:2]2[CH:3]=[C:4]([CH:9]=[C:10]([C:12]([F:15])([F:14])[F:13])[CH:11]=2)[C:5]([O:7][CH3:8])=[O:6])[CH:20]=[N:19]1. The yield is 1.00. (6) The reactants are Cl[C:2]1[C:11]2[N:12]=[CH:13][N:14]([CH2:15][CH:16]([CH3:18])[CH3:17])[C:10]=2[C:9]2[CH:8]=[CH:7][CH:6]=[CH:5][C:4]=2[N:3]=1. The catalyst is O. The product is [CH2:10]([NH:14][C:2]1[C:11]2[N:12]=[CH:13][N:14]([CH2:15][CH:16]([CH3:18])[CH3:17])[C:10]=2[C:9]2[CH:8]=[CH:7][CH:6]=[CH:5][C:4]=2[N:3]=1)[C:9]1[CH:8]=[CH:7][CH:6]=[CH:5][CH:4]=1. The yield is 0.900.